From a dataset of Full USPTO retrosynthesis dataset with 1.9M reactions from patents (1976-2016). Predict the reactants needed to synthesize the given product. (1) Given the product [Br:25][C:12]1[C:11](=[O:14])[N:10]([CH2:15][CH2:16][CH2:17][O:18][CH3:19])[C:8]2[N:9]=[C:4]([NH:3][CH2:1][CH3:2])[N:5]=[C:6]([CH3:20])[C:7]=2[CH:13]=1, predict the reactants needed to synthesize it. The reactants are: [CH2:1]([NH:3][C:4]1[N:5]=[C:6]([CH3:20])[C:7]2[CH:13]=[CH:12][C:11](=[O:14])[N:10]([CH2:15][CH2:16][CH2:17][O:18][CH3:19])[C:8]=2[N:9]=1)[CH3:2].C(O)(=O)C.[Br:25]Br. (2) Given the product [Cl:1][C:2]1[N:3]=[CH:4][C:5]2[N:13]([CH3:23])[C:12](=[O:14])[C:9]3([CH2:11][CH2:10]3)[CH2:8][N:7]([CH:15]3[CH2:19][CH2:18][CH2:17][CH2:16]3)[C:6]=2[N:20]=1, predict the reactants needed to synthesize it. The reactants are: [Cl:1][C:2]1[N:3]=[CH:4][C:5]2[NH:13][C:12](=[O:14])[C:9]3([CH2:11][CH2:10]3)[CH2:8][N:7]([CH:15]3[CH2:19][CH2:18][CH2:17][CH2:16]3)[C:6]=2[N:20]=1.IC.[C:23](=O)([O-])[O-].[Cs+].[Cs+]. (3) The reactants are: C([O:3][C:4]([C:6]1[NH:7][C:8]2[C:13]([CH:14]=1)=[CH:12][C:11]([CH:15]1[CH2:20][CH2:19][CH2:18][N:17]([S:21]([CH3:24])(=[O:23])=[O:22])[CH2:16]1)=[CH:10][CH:9]=2)=O)C.[F:25][C:26]1[CH:27]=[C:28]([CH:30]=[C:31]([F:33])[CH:32]=1)[NH2:29]. Given the product [F:25][C:26]1[CH:27]=[C:28]([NH:29][C:4]([C:6]2[NH:7][C:8]3[C:13]([CH:14]=2)=[CH:12][C:11]([CH:15]2[CH2:20][CH2:19][CH2:18][N:17]([S:21]([CH3:24])(=[O:22])=[O:23])[CH2:16]2)=[CH:10][CH:9]=3)=[O:3])[CH:30]=[C:31]([F:33])[CH:32]=1, predict the reactants needed to synthesize it. (4) Given the product [F:28][C:25]1[CH:24]=[CH:23][C:22]([C:17]2[N:16]=[N:15][C:14]([N:11]3[CH2:12][CH2:13][NH:8][CH2:9][CH:10]3[CH3:29])=[C:19]([CH3:20])[C:18]=2[CH3:21])=[CH:27][CH:26]=1, predict the reactants needed to synthesize it. The reactants are: C([N:8]1[CH2:13][CH2:12][N:11]([C:14]2[N:15]=[N:16][C:17]([C:22]3[CH:27]=[CH:26][C:25]([F:28])=[CH:24][CH:23]=3)=[C:18]([CH3:21])[C:19]=2[CH3:20])[CH:10]([CH3:29])[CH2:9]1)C1C=CC=CC=1. (5) Given the product [F:1][C:2]1[CH:3]=[C:4]([C:8]2[CH:17]=[CH:16][C:15]3[C:14]([C:18]([O:20][CH2:21][CH3:22])=[O:19])=[CH:13][NH:12][C:11](=[O:31])[C:10]=3[N:9]=2)[CH:5]=[CH:6][CH:7]=1, predict the reactants needed to synthesize it. The reactants are: [F:1][C:2]1[CH:3]=[C:4]([C:8]2[CH:17]=[CH:16][C:15]3[C:14]([C:18]([O:20][CH2:21][CH3:22])=[O:19])=[CH:13][N:12](COCC[Si](C)(C)C)[C:11](=[O:31])[C:10]=3[N:9]=2)[CH:5]=[CH:6][CH:7]=1.CCCC[N+](CCCC)(CCCC)CCCC.[F-].